From a dataset of Forward reaction prediction with 1.9M reactions from USPTO patents (1976-2016). Predict the product of the given reaction. (1) The product is: [N:15]1([C:2]2[N:6]3[CH:7]=[CH:8][CH:9]=[CH:10][C:5]3=[C:4]([C:11]([O:13][CH3:14])=[O:12])[N:3]=2)[CH2:20][CH2:19][O:18][CH2:17][CH2:16]1. Given the reactants Br[C:2]1[N:6]2[CH:7]=[CH:8][CH:9]=[CH:10][C:5]2=[C:4]([C:11]([O:13][CH3:14])=[O:12])[N:3]=1.[NH:15]1[CH2:20][CH2:19][O:18][CH2:17][CH2:16]1.CC1(C)C2C(=C(P(C3C=CC=CC=3)C3C=CC=CC=3)C=CC=2)OC2C(P(C3C=CC=CC=3)C3C=CC=CC=3)=CC=CC1=2.C([O-])([O-])=O.[Cs+].[Cs+], predict the reaction product. (2) The product is: [C:8]([NH:11][C:12]1[CH:17]=[C:16]([CH:15]=[CH:14][CH:13]=1)[CH:19]=[CH:6][C:5]([OH:4])=[O:7])(=[O:10])[CH3:9]. Given the reactants C([O:4][C:5](=[O:7])[CH3:6])(=O)C.[C:8]([NH:11][C:12]1[CH:17]=[CH:16][CH:15]=[CH:14][CH:13]=1)(=[O:10])[CH3:9].O.[C:19](O)(=O)C, predict the reaction product. (3) The product is: [OH:50][CH2:49][CH2:42][O:41][C:40](=[O:46])[NH:17][C:16]1[CH:15]=[CH:14][C:13]([C:11]2[N:10]=[C:9]3[N:20]([CH2:23][C:24]([F:26])([F:27])[F:25])[N:21]=[CH:22][C:8]3=[C:7]([N:5]3[CH2:6][C@@H:1]4[CH2:28][C@H:4]3[CH2:3][O:2]4)[N:12]=2)=[CH:19][CH:18]=1. Given the reactants [C@H:1]12[CH2:28][C@H:4]([N:5]([C:7]3[N:12]=[C:11]([C:13]4[CH:19]=[CH:18][C:16]([NH2:17])=[CH:15][CH:14]=4)[N:10]=[C:9]4[N:20]([CH2:23][C:24]([F:27])([F:26])[F:25])[N:21]=[CH:22][C:8]=34)[CH2:6]1)[CH2:3][O:2]2.C(N(CC)CC)C.ClC(Cl)(O[C:40](=[O:46])[O:41][C:42](Cl)(Cl)Cl)Cl.N(C1C=CC(C2N=C3N(CC(F)(F)F)N=CC3=C(N3C[C@@H]4C[C@H]3CO4)N=2)=CC=1)=[C:49]=[O:50], predict the reaction product. (4) Given the reactants [CH3:1][CH2:2][O:3][C:4]([CH:6](P(OCC)(OCC)=O)[F:7])=[O:5].[CH:16]([C:19]1[C:28]2[C:23](=[CH:24][C:25]([O:32][CH2:33][CH3:34])=[C:26]([C:29](=O)[CH3:30])[CH:27]=2)[O:22][C:21]([CH3:36])([CH3:35])[CH:20]=1)([CH3:18])[CH3:17], predict the reaction product. The product is: [CH2:33]([O:32][C:25]1[CH:24]=[C:23]2[C:28]([C:19]([CH:16]([CH3:18])[CH3:17])=[CH:20][C:21]([CH3:35])([CH3:36])[O:22]2)=[CH:27][C:26]=1/[C:29](/[CH3:30])=[C:6](/[F:7])\[C:4]([O:3][CH2:2][CH3:1])=[O:5])[CH3:34]. (5) Given the reactants Br[CH2:2][CH2:3][CH:4]=[CH2:5].[P:6]([O:13]CC)([O:10][CH2:11][CH3:12])[O:7][CH2:8][CH3:9], predict the reaction product. The product is: [CH2:2]([P:6](=[O:13])([O:10][CH2:11][CH3:12])[O:7][CH2:8][CH3:9])[CH2:3][CH:4]=[CH2:5]. (6) The product is: [Cl:1][C:2]1[CH:7]=[CH:6][C:5]([S:8][CH2:16][CH2:17][CH2:18][NH:19][C:20](=[O:21])[O:22][C:23]([CH3:26])([CH3:25])[CH3:24])=[CH:4][CH:3]=1. Given the reactants [Cl:1][C:2]1[CH:7]=[CH:6][C:5]([SH:8])=[CH:4][CH:3]=1.[H-].[Na+].CS(O[CH2:16][CH2:17][CH2:18][NH:19][C:20]([O:22][C:23]([CH3:26])([CH3:25])[CH3:24])=[O:21])(=O)=O, predict the reaction product.